From a dataset of CYP3A4 inhibition data for predicting drug metabolism from PubChem BioAssay. Regression/Classification. Given a drug SMILES string, predict its absorption, distribution, metabolism, or excretion properties. Task type varies by dataset: regression for continuous measurements (e.g., permeability, clearance, half-life) or binary classification for categorical outcomes (e.g., BBB penetration, CYP inhibition). Dataset: cyp3a4_veith. The molecule is CC(=O)OCC1C2CC[C@H]3C(OCc4ccc(F)cc4C(F)(F)F)OC[C@]4(C)[C@H]3C2=C(CN4C(=O)OC(C)(C)C)[C@H](C)C1COC(C)=O. The result is 1 (inhibitor).